Dataset: NCI-60 drug combinations with 297,098 pairs across 59 cell lines. Task: Regression. Given two drug SMILES strings and cell line genomic features, predict the synergy score measuring deviation from expected non-interaction effect. Drug 1: CCN(CC)CCCC(C)NC1=C2C=C(C=CC2=NC3=C1C=CC(=C3)Cl)OC. Drug 2: N.N.Cl[Pt+2]Cl. Cell line: OVCAR-5. Synergy scores: CSS=73.4, Synergy_ZIP=0.585, Synergy_Bliss=-0.610, Synergy_Loewe=1.51, Synergy_HSA=5.47.